From a dataset of Forward reaction prediction with 1.9M reactions from USPTO patents (1976-2016). Predict the product of the given reaction. (1) Given the reactants Br[C:2]1[C:3]([NH2:8])=[N:4][CH:5]=[CH:6][CH:7]=1.[F:9][C:10]1[CH:15]=[C:14](B(O)O)[CH:13]=[CH:12][C:11]=1[C:19]1[CH:24]=[CH:23][CH:22]=[CH:21][CH:20]=1.C(=O)([O-])[O-].[Na+].[Na+].O, predict the reaction product. The product is: [F:9][C:10]1[CH:15]=[C:14]([C:2]2[C:3]([NH2:8])=[N:4][CH:5]=[CH:6][CH:7]=2)[CH:13]=[CH:12][C:11]=1[C:19]1[CH:20]=[CH:21][CH:22]=[CH:23][CH:24]=1. (2) Given the reactants OC1N=C2C=C(/C=C/C3SC=C(C(C)C)N=3)C=CN2C(=O)C=1.OC1CCCN(C2N=C3C=C(/C=C/C4SC=C(C(C)C)N=4)C=CN3C(=O)C=2)C1.[CH:51]([O:53][CH:54]1[CH2:59][CH2:58][CH2:57][N:56]([C:60]2[N:61]=[C:62]3[CH:79]=[C:78](/[CH:80]=[CH:81]/[C:82]4[S:83][CH:84]=[C:85]([CH:87]([CH3:89])[CH3:88])[N:86]=4)[CH:77]=[CH:76][N:63]3[C:64](=[O:75])[C:65]=2/[CH:66]=[CH:67]/[C:68]([O:70][C:71]([CH3:74])([CH3:73])[CH3:72])=[O:69])[CH2:55]1)=[O:52], predict the reaction product. The product is: [CH:51]([O:53][C@H:54]1[CH2:59][CH2:58][CH2:57][N:56]([C:60]2[N:61]=[C:62]3[CH:79]=[C:78](/[CH:80]=[CH:81]/[C:82]4[S:83][CH:84]=[C:85]([CH:87]([CH3:89])[CH3:88])[N:86]=4)[CH:77]=[CH:76][N:63]3[C:64](=[O:75])[C:65]=2/[CH:66]=[CH:67]/[C:68]([O:70][C:71]([CH3:74])([CH3:73])[CH3:72])=[O:69])[CH2:55]1)=[O:52]. (3) Given the reactants [F:1][C:2]([F:7])([F:6])[C:3]([OH:5])=[O:4].C(OC([CH:15]1[NH:20][CH2:19][C:18]2[S:21][C:22]([C:24]([N:26]3[CH2:31][CH2:30][N:29]([S:32]([C:35]4[CH:44]=[CH:43][C:42]5[C:37](=[CH:38][CH:39]=[C:40]([Cl:45])[CH:41]=5)[CH:36]=4)(=[O:34])=[O:33])[CH2:28][CH:27]3[C:46](=[O:48])[NH2:47])=[O:25])=[N:23][C:17]=2[CH2:16]1)=O)(C)(C)C, predict the reaction product. The product is: [F:1][C:2]([F:7])([F:6])[C:3]([OH:5])=[O:4].[C:46]([CH:27]1[CH2:28][N:29]([S:32]([C:35]2[CH:44]=[CH:43][C:42]3[C:37](=[CH:38][CH:39]=[C:40]([Cl:45])[CH:41]=3)[CH:36]=2)(=[O:34])=[O:33])[CH2:30][CH2:31][N:26]1[C:24]([C:22]1[S:21][C:18]2[CH2:19][NH:20][CH2:15][CH2:16][C:17]=2[N:23]=1)=[O:25])(=[O:48])[NH2:47]. (4) Given the reactants [CH3:1][N:2]([CH3:17])[CH2:3][CH2:4][O:5][C:6]1[CH:11]=[CH:10][C:9](B(O)O)=[CH:8][C:7]=1[CH:15]=[O:16].[Br:18][C:19]1[CH:24]=[CH:23][CH:22]=[CH:21][C:20]=1I, predict the reaction product. The product is: [Br:18][C:19]1[CH:24]=[CH:23][CH:22]=[CH:21][C:20]=1[C:9]1[CH:10]=[CH:11][C:6]([O:5][CH2:4][CH2:3][N:2]([CH3:17])[CH3:1])=[C:7]([CH:15]=[O:16])[CH:8]=1. (5) Given the reactants [NH2:1][CH:2]([CH2:6][O:7][C:8]([CH3:11])([CH3:10])[CH3:9])[C:3]([NH2:5])=[O:4].[S:12](Cl)(Cl)=O.O, predict the reaction product. The product is: [C:8]([O:7][CH2:6][C:2]1[C:3]([OH:4])=[N:5][S:12][N:1]=1)([CH3:11])([CH3:10])[CH3:9]. (6) Given the reactants C(Cl)(=O)C(Cl)=O.[CH3:7][C:8]1[C:17]([C:18]([OH:20])=O)=[CH:16][C:15]2[C:10](=[N:11][CH:12]=[CH:13][CH:14]=2)[N:9]=1.C(N(CC)CC)C.[NH2:28][CH2:29][C:30]1[CH:35]=[CH:34][C:33]([CH2:36][O:37][CH2:38][CH2:39][OH:40])=[C:32]([F:41])[CH:31]=1, predict the reaction product. The product is: [F:41][C:32]1[CH:31]=[C:30]([CH2:29][NH:28][C:18]([C:17]2[C:8]([CH3:7])=[N:9][C:10]3[C:15]([CH:16]=2)=[CH:14][CH:13]=[CH:12][N:11]=3)=[O:20])[CH:35]=[CH:34][C:33]=1[CH2:36][O:37][CH2:38][CH2:39][OH:40].